Dataset: Peptide-MHC class I binding affinity with 185,985 pairs from IEDB/IMGT. Task: Regression. Given a peptide amino acid sequence and an MHC pseudo amino acid sequence, predict their binding affinity value. This is MHC class I binding data. The peptide sequence is LMGVPYCNY. The MHC is HLA-B07:02 with pseudo-sequence HLA-B07:02. The binding affinity (normalized) is 0.